This data is from Peptide-MHC class I binding affinity with 185,985 pairs from IEDB/IMGT. The task is: Regression. Given a peptide amino acid sequence and an MHC pseudo amino acid sequence, predict their binding affinity value. This is MHC class I binding data. The peptide sequence is YRNTLTGQL. The MHC is H-2-Kd with pseudo-sequence H-2-Kd. The binding affinity (normalized) is 0.215.